This data is from Reaction yield outcomes from USPTO patents with 853,638 reactions. The task is: Predict the reaction yield, written as a fraction of the theoretical maximum amount of product (1.0 means a 100% yield; for example, 0.34 means a 34% yield). (1) The reactants are [Cl:1][C:2]1[CH:10]=[C:9]([C:11]#[C:12][CH2:13][O:14][CH:15]([CH3:17])[CH3:16])[C:5]2[O:6][CH2:7][O:8][C:4]=2[C:3]=1[NH:18][C:19]1[C:28]2[C:23](=[CH:24][C:25]([O:31][CH2:32][CH2:33][CH2:34]Cl)=[C:26]([O:29][CH3:30])[CH:27]=2)[N:22]=[CH:21][N:20]=1.C(N(CC)CC)C.[CH3:43][N:44]1[CH2:49][CH2:48][NH:47][CH2:46][C:45]1=[O:50]. The catalyst is COCCO. The product is [Cl:1][C:2]1[CH:10]=[C:9]([C:11]#[C:12][CH2:13][O:14][CH:15]([CH3:17])[CH3:16])[C:5]2[O:6][CH2:7][O:8][C:4]=2[C:3]=1[NH:18][C:19]1[C:28]2[C:23](=[CH:24][C:25]([O:31][CH2:32][CH2:33][CH2:34][N:47]3[CH2:48][CH2:49][N:44]([CH3:43])[C:45](=[O:50])[CH2:46]3)=[C:26]([O:29][CH3:30])[CH:27]=2)[N:22]=[CH:21][N:20]=1. The yield is 0.510. (2) The reactants are [NH2:1][C:2]1[CH:3]=[N:4][N:5]([CH3:21])[C:6]=1[N:7]1[CH2:11][CH2:10][C@H:9]([CH2:12][NH:13]C(=O)OC(C)(C)C)[CH2:8]1.[NH2:22][C:23]1[C:24]([C:30]([OH:32])=O)=[N:25][C:26](Br)=[CH:27][CH:28]=1.[F:33][C:34]1[CH:39]=[CH:38][CH:37]=[CH:36][C:35]=1B(O)O. No catalyst specified. The product is [NH2:22][C:23]1[C:24]([C:30]([NH:1][C:2]2[CH:3]=[N:4][N:5]([CH3:21])[C:6]=2[N:7]2[CH2:11][CH2:10][C@H:9]([CH2:12][NH2:13])[CH2:8]2)=[O:32])=[N:25][C:26]([C:35]2[CH:36]=[CH:37][CH:38]=[CH:39][C:34]=2[F:33])=[CH:27][CH:28]=1. The yield is 0.370. (3) The product is [Cl:1][C:2]1[CH:7]=[CH:6][C:5]([NH:8][C:9](=[O:21])[CH2:10][CH2:11][CH2:12][C:13]2[CH:18]=[CH:17][C:16]([OH:19])=[CH:15][CH:14]=2)=[CH:4][C:3]=1[C:22]([F:23])([F:24])[F:25]. The catalyst is C(Cl)Cl. The yield is 0.810. The reactants are [Cl:1][C:2]1[CH:7]=[CH:6][C:5]([NH:8][C:9](=[O:21])[CH2:10][CH2:11][CH2:12][C:13]2[CH:18]=[CH:17][C:16]([O:19]C)=[CH:15][CH:14]=2)=[CH:4][C:3]=1[C:22]([F:25])([F:24])[F:23].B(Br)(Br)Br.[NH4+].[OH-]. (4) The reactants are [C:1]([C:5]1[CH:10]=[C:9]([F:11])[CH:8]=[CH:7][C:6]=1[OH:12])([CH3:4])([CH3:3])[CH3:2].CCN(CC)CC.Cl[C:21]([O:23][CH3:24])=[O:22]. The catalyst is O1CCOCC1. The product is [C:21](=[O:22])([O:23][CH3:24])[O:12][C:6]1[CH:7]=[CH:8][C:9]([F:11])=[CH:10][C:5]=1[C:1]([CH3:4])([CH3:2])[CH3:3]. The yield is 0.590. (5) The product is [Cl:1][C:2]1[C:3]2[CH:13]=[CH:12][C:11]([F:14])=[CH:10][C:4]=2[S:5][C:6]=1[C:7]([N:15]1[CH2:16][CH:17]([CH:19]2[CH2:20][CH2:21][N:22]([C:25]([C:27]3[S:28][CH:29]=[CH:30][N:31]=3)=[O:26])[CH2:23][CH2:24]2)[CH2:18]1)=[O:8]. The catalyst is C(Cl)Cl. The yield is 0.0900. The reactants are [Cl:1][C:2]1[C:3]2[CH:13]=[CH:12][C:11]([F:14])=[CH:10][C:4]=2[S:5][C:6]=1[C:7](Cl)=[O:8].[NH:15]1[CH2:18][CH:17]([CH:19]2[CH2:24][CH2:23][N:22]([C:25]([C:27]3[S:28][CH:29]=[CH:30][N:31]=3)=[O:26])[CH2:21][CH2:20]2)[CH2:16]1.CCN(CC)CC. (6) The product is [CH3:7][C:8]1([CH3:16])[C:10]([CH3:12])([CH3:11])[CH:9]1[C:13]([NH:1][C:2]1[S:3][CH:4]=[CH:5][N:6]=1)=[O:14]. The reactants are [NH2:1][C:2]1[S:3][CH:4]=[CH:5][N:6]=1.[CH3:7][C:8]1([CH3:16])[C:10]([CH3:12])([CH3:11])[CH:9]1[C:13](Cl)=[O:14].C(N(CC)CC)C. The catalyst is C(Cl)Cl.C(Cl)(Cl)Cl.O. The yield is 0.140.